Dataset: Full USPTO retrosynthesis dataset with 1.9M reactions from patents (1976-2016). Task: Predict the reactants needed to synthesize the given product. (1) Given the product [S:12]1[C:16]([C:17]2[CH:18]=[C:19]([NH:26][C:2]3[CH:7]=[CH:6][N:5]=[C:4]([OH:39])[N:3]=3)[CH:20]=[C:21]3[C:25]=2[NH:24][N:23]=[CH:22]3)=[CH:15][C:14]2[CH:27]=[CH:28][CH:29]=[CH:30][C:13]1=2, predict the reactants needed to synthesize it. The reactants are: Cl[C:2]1[CH:7]=[CH:6][N:5]=[C:4](S(C)(=O)=O)[N:3]=1.[S:12]1[C:16]([C:17]2[CH:18]=[C:19]([NH2:26])[CH:20]=[C:21]3[C:25]=2[NH:24][N:23]=[CH:22]3)=[CH:15][C:14]2[CH:27]=[CH:28][CH:29]=[CH:30][C:13]1=2.C(N(CC)CC)C.C[O:39]CCOC. (2) Given the product [F:10][C:11]1[CH:16]=[CH:15][C:14]([O:20][CH2:21][CH2:22][CH3:23])=[C:13]([C:2]2[C:3]([NH2:9])=[N:4][C:5]([NH2:8])=[CH:6][CH:7]=2)[CH:12]=1, predict the reactants needed to synthesize it. The reactants are: I[C:2]1[C:3]([NH2:9])=[N:4][C:5]([NH2:8])=[CH:6][CH:7]=1.[F:10][C:11]1[CH:12]=[CH:13][C:14]([O:20][CH2:21][CH2:22][CH3:23])=[C:15](B(O)O)[CH:16]=1.C(=O)([O-])[O-].[Na+].[Na+].C(P(C(C)(C)C)C(C)(C)C)(C)(C)C.